This data is from Human liver microsome stability data. The task is: Regression/Classification. Given a drug SMILES string, predict its absorption, distribution, metabolism, or excretion properties. Task type varies by dataset: regression for continuous measurements (e.g., permeability, clearance, half-life) or binary classification for categorical outcomes (e.g., BBB penetration, CYP inhibition). Dataset: hlm. The molecule is COc1ccc(CN2C(=O)c3cccc(N4CCN(Cc5c(F)cccc5F)CC4)c3C2=O)cc1OC. The result is 1 (stable in human liver microsomes).